From a dataset of Peptide-MHC class I binding affinity with 185,985 pairs from IEDB/IMGT. Regression. Given a peptide amino acid sequence and an MHC pseudo amino acid sequence, predict their binding affinity value. This is MHC class I binding data. (1) The peptide sequence is YVASYLLAAL. The MHC is HLA-A02:02 with pseudo-sequence HLA-A02:02. The binding affinity (normalized) is 0.856. (2) The peptide sequence is TLDTMDDMK. The MHC is HLA-A31:01 with pseudo-sequence HLA-A31:01. The binding affinity (normalized) is 0. (3) The peptide sequence is REWGWRIPF. The MHC is HLA-A26:01 with pseudo-sequence HLA-A26:01. The binding affinity (normalized) is 0.0847. (4) The peptide sequence is RHYKRWPFY. The binding affinity (normalized) is 0.0847. The MHC is HLA-A69:01 with pseudo-sequence HLA-A69:01. (5) The peptide sequence is RPAIVVPAF. The MHC is HLA-B57:01 with pseudo-sequence HLA-B57:01. The binding affinity (normalized) is 0.0847. (6) The peptide sequence is GLENGLNYI. The MHC is HLA-A33:01 with pseudo-sequence HLA-A33:01. The binding affinity (normalized) is 0.